This data is from Peptide-MHC class I binding affinity with 185,985 pairs from IEDB/IMGT. The task is: Regression. Given a peptide amino acid sequence and an MHC pseudo amino acid sequence, predict their binding affinity value. This is MHC class I binding data. (1) The peptide sequence is RIQENHGFI. The MHC is HLA-A80:01 with pseudo-sequence HLA-A80:01. The binding affinity (normalized) is 0.0847. (2) The peptide sequence is YIASIFMPR. The MHC is HLA-A30:01 with pseudo-sequence HLA-A30:01. The binding affinity (normalized) is 0.0847. (3) The peptide sequence is YPMSIPATL. The MHC is HLA-B51:01 with pseudo-sequence HLA-B51:01. The binding affinity (normalized) is 0.475. (4) The peptide sequence is IAYLQYGWRYF. The MHC is Mamu-A02 with pseudo-sequence Mamu-A02. The binding affinity (normalized) is 0.143. (5) The peptide sequence is FLGKIWPSHK. The MHC is HLA-A30:02 with pseudo-sequence HLA-A30:02. The binding affinity (normalized) is 0.161. (6) The peptide sequence is AMSFDGFIR. The MHC is HLA-A68:01 with pseudo-sequence HLA-A68:01. The binding affinity (normalized) is 0.371. (7) The peptide sequence is TPATADAYA. The MHC is HLA-A02:03 with pseudo-sequence HLA-A02:03. The binding affinity (normalized) is 0. (8) The peptide sequence is LKHSIKLDVI. The MHC is H-2-Kb with pseudo-sequence H-2-Kb. The binding affinity (normalized) is 0.159. (9) The peptide sequence is IVRTMPNESR. The MHC is HLA-A11:01 with pseudo-sequence HLA-A11:01. The binding affinity (normalized) is 0.105. (10) The peptide sequence is TILEYLYIM. The MHC is HLA-A02:02 with pseudo-sequence HLA-A02:02. The binding affinity (normalized) is 0.275.